From a dataset of Forward reaction prediction with 1.9M reactions from USPTO patents (1976-2016). Predict the product of the given reaction. Given the reactants [Cl:1][C:2]1[CH:7]=[CH:6][C:5]([N:8]=[C:9]=[O:10])=[CH:4][C:3]=1[C:11]([F:14])([F:13])[F:12].Cl.[NH2:16][C@H:17]1[CH2:22][CH2:21][C@H:20]([OH:23])[CH2:19][CH2:18]1.CCN(CC)CC.Cl, predict the reaction product. The product is: [Cl:1][C:2]1[CH:7]=[CH:6][C:5]([NH:8][C:9]([NH:16][C@H:17]2[CH2:22][CH2:21][C@H:20]([OH:23])[CH2:19][CH2:18]2)=[O:10])=[CH:4][C:3]=1[C:11]([F:12])([F:13])[F:14].